From a dataset of NCI-60 drug combinations with 297,098 pairs across 59 cell lines. Regression. Given two drug SMILES strings and cell line genomic features, predict the synergy score measuring deviation from expected non-interaction effect. (1) Drug 1: C1CC(=O)NC(=O)C1N2CC3=C(C2=O)C=CC=C3N. Drug 2: CC1C(C(CC(O1)OC2CC(CC3=C2C(=C4C(=C3O)C(=O)C5=C(C4=O)C(=CC=C5)OC)O)(C(=O)C)O)N)O.Cl. Cell line: U251. Synergy scores: CSS=43.3, Synergy_ZIP=-1.90, Synergy_Bliss=0.309, Synergy_Loewe=-32.9, Synergy_HSA=1.92. (2) Drug 1: C1=C(C(=O)NC(=O)N1)F. Drug 2: C1CN1P(=S)(N2CC2)N3CC3. Cell line: KM12. Synergy scores: CSS=14.3, Synergy_ZIP=-22.3, Synergy_Bliss=-34.2, Synergy_Loewe=-32.5, Synergy_HSA=-30.8. (3) Drug 1: C1=CC(=CC=C1CCCC(=O)O)N(CCCl)CCCl. Drug 2: CCCCCOC(=O)NC1=NC(=O)N(C=C1F)C2C(C(C(O2)C)O)O. Cell line: UO-31. Synergy scores: CSS=10.8, Synergy_ZIP=-6.34, Synergy_Bliss=-6.08, Synergy_Loewe=-4.67, Synergy_HSA=-4.08. (4) Synergy scores: CSS=8.77, Synergy_ZIP=-5.16, Synergy_Bliss=-4.84, Synergy_Loewe=-5.59, Synergy_HSA=-5.48. Cell line: IGROV1. Drug 2: CC(CN1CC(=O)NC(=O)C1)N2CC(=O)NC(=O)C2. Drug 1: C1CCN(CC1)CCOC2=CC=C(C=C2)C(=O)C3=C(SC4=C3C=CC(=C4)O)C5=CC=C(C=C5)O. (5) Drug 1: CC(C1=C(C=CC(=C1Cl)F)Cl)OC2=C(N=CC(=C2)C3=CN(N=C3)C4CCNCC4)N. Drug 2: CC1=C(N=C(N=C1N)C(CC(=O)N)NCC(C(=O)N)N)C(=O)NC(C(C2=CN=CN2)OC3C(C(C(C(O3)CO)O)O)OC4C(C(C(C(O4)CO)O)OC(=O)N)O)C(=O)NC(C)C(C(C)C(=O)NC(C(C)O)C(=O)NCCC5=NC(=CS5)C6=NC(=CS6)C(=O)NCCC[S+](C)C)O. Cell line: NCI/ADR-RES. Synergy scores: CSS=-1.13, Synergy_ZIP=-8.80, Synergy_Bliss=-17.8, Synergy_Loewe=-35.5, Synergy_HSA=-18.6.